Task: Regression. Given two drug SMILES strings and cell line genomic features, predict the synergy score measuring deviation from expected non-interaction effect.. Dataset: NCI-60 drug combinations with 297,098 pairs across 59 cell lines Drug 1: COC1=C(C=C2C(=C1)N=CN=C2NC3=CC(=C(C=C3)F)Cl)OCCCN4CCOCC4. Drug 2: C1=CC=C(C(=C1)C(C2=CC=C(C=C2)Cl)C(Cl)Cl)Cl. Cell line: SNB-75. Synergy scores: CSS=24.1, Synergy_ZIP=-0.439, Synergy_Bliss=-0.0967, Synergy_Loewe=-12.4, Synergy_HSA=0.987.